Task: Predict the reaction yield, written as a fraction of the theoretical maximum amount of product (1.0 means a 100% yield; for example, 0.34 means a 34% yield).. Dataset: Reaction yield outcomes from USPTO patents with 853,638 reactions (1) The reactants are [C:1]([O:9][CH2:10][C:11]1[CH:16]=[CH:15][CH:14]=[CH:13][C:12]=1[C:17](Cl)=[O:18])(=[O:8])[C:2]1[CH:7]=[CH:6][CH:5]=[CH:4][CH:3]=1.C(N(CC)CC)C.[CH2:27]([NH2:30])[C:28]#[CH:29].O. The catalyst is C(Cl)Cl. The product is [C:1]([O:9][CH2:10][C:11]1[CH:16]=[CH:15][CH:14]=[CH:13][C:12]=1[C:17](=[O:18])[NH:30][CH2:27][C:28]#[CH:29])(=[O:8])[C:2]1[CH:7]=[CH:6][CH:5]=[CH:4][CH:3]=1. The yield is 0.990. (2) The reactants are [O:1]1[CH2:6][CH2:5][N:4]([CH2:7][CH2:8][O:9][C:10]2[CH:15]=[CH:14][C:13]([C:16]3[CH:17]=[CH:18][C:19]([CH2:22][C:23](OC)=[O:24])=[N:20][CH:21]=3)=[CH:12][CH:11]=2)[CH2:3][CH2:2]1.[CH2:27]([NH2:34])[C:28]1[CH:33]=[CH:32][CH:31]=[CH:30][CH:29]=1.C1(OC)C=CC=CC=1. The catalyst is C1(C)C=CC=CC=1. The product is [O:1]1[CH2:2][CH2:3][N:4]([CH2:7][CH2:8][O:9][C:10]2[CH:11]=[CH:12][C:13]([C:16]3[CH:17]=[CH:18][C:19]([CH2:22][C:23]([NH:34][CH2:27][C:28]4[CH:33]=[CH:32][CH:31]=[CH:30][CH:29]=4)=[O:24])=[N:20][CH:21]=3)=[CH:14][CH:15]=2)[CH2:5][CH2:6]1. The yield is 0.810. (3) The reactants are CCN=C=NCCCN(C)C.Cl.C1C=CC2N(O)N=NC=2C=1.[F:23][C:24]1[CH:32]=[C:31]2[C:27]([C:28]([CH:33]3[CH2:38][CH2:37][N:36]([CH2:39][C:40](O)=[O:41])[CH2:35][CH2:34]3)=[N:29][NH:30]2)=[CH:26][CH:25]=1.[NH2:43][CH2:44][C:45]1[NH:46][C:47](=[O:55])[C:48]2[CH2:54][O:53][CH2:52][CH2:51][C:49]=2[N:50]=1.CCN(CC)CC. The catalyst is CN(C=O)C.[Cl-].[Na+].O. The product is [F:23][C:24]1[CH:32]=[C:31]2[C:27]([C:28]([CH:33]3[CH2:38][CH2:37][N:36]([CH2:39][C:40]([NH:43][CH2:44][C:45]4[NH:46][C:47](=[O:55])[C:48]5[CH2:54][O:53][CH2:52][CH2:51][C:49]=5[N:50]=4)=[O:41])[CH2:35][CH2:34]3)=[N:29][NH:30]2)=[CH:26][CH:25]=1. The yield is 0.200. (4) The reactants are [NH2:1][CH2:2][C:3]1([CH3:10])[NH:7][C:6](=[O:8])[NH:5][C:4]1=[O:9].[CH3:11][S:12][C:13]1[N:17]([CH2:18][C:19]2[CH:27]=[CH:26][C:22]([C:23](O)=[O:24])=[CH:21][CH:20]=2)[C:16]2[CH:28]=[CH:29][CH:30]=[CH:31][C:15]=2[N:14]=1.N1CC(=O)NC1=O.C(O)(C(F)(F)F)=O. No catalyst specified. The product is [CH3:10][C:3]1([CH2:2][NH:1][C:23](=[O:24])[C:22]2[CH:26]=[CH:27][C:19]([CH2:18][N:17]3[C:16]4[CH:28]=[CH:29][CH:30]=[CH:31][C:15]=4[N:14]=[C:13]3[S:12][CH3:11])=[CH:20][CH:21]=2)[C:4](=[O:9])[NH:5][C:6](=[O:8])[NH:7]1. The yield is 0.390. (5) The product is [CH3:24][O:23][CH2:22][CH2:21][O:20][CH2:19][N:8]1[C:5]2=[N:6][CH:7]=[C:2]([N:39]3[CH2:40][CH2:43][O:58][CH2:30][CH2:38]3)[CH:3]=[C:4]2[C:10]([C:11]2[CH:16]=[CH:15][CH:14]=[CH:13][C:12]=2[O:17][CH3:18])=[CH:9]1. The yield is 0.330. The reactants are Br[C:2]1[CH:3]=[C:4]2[C:10]([C:11]3[CH:16]=[CH:15][CH:14]=[CH:13][C:12]=3[O:17][CH3:18])=[CH:9][N:8]([CH2:19][O:20][CH2:21][CH2:22][O:23][CH3:24])[C:5]2=[N:6][CH:7]=1.[Cl-].C(C1C=CC=C(C(C)C)[C:30]=1[C:38]1NC=[C:40]([C:43]2C(C(C)C)=CC=CC=2C(C)C)[NH+:39]=1)(C)C.CC(C)([O-:58])C.[K+]. The catalyst is C1C=CC(C#N)=CC=1.C1C=CC(C#N)=CC=1.Cl[Pd]Cl. (6) The reactants are [C:1]([C:3]1[CH:8]=[CH:7][CH:6]=[CH:5][C:4]=1[C:9]1[CH:14]=[CH:13][C:12]([CH2:15][CH:16]([C:22](=O)[CH2:23][CH2:24][CH3:25])[C:17](OCC)=[O:18])=[CH:11][CH:10]=1)#[N:2].[CH2:27]([O:30][CH:31]1[CH2:36][CH2:35][CH:34]([NH:37][C:38]2[NH:42][CH:41]=[N:40][N:39]=2)[CH2:33][CH2:32]1)[CH:28]=[CH2:29]. The product is [O:18]=[C:17]1[C:16]([CH2:15][C:12]2[CH:13]=[CH:14][C:9]([C:4]3[C:3]([C:1]#[N:2])=[CH:8][CH:7]=[CH:6][CH:5]=3)=[CH:10][CH:11]=2)=[C:22]([CH2:23][CH2:24][CH3:25])[N:39]2[N:40]=[CH:41][N:42]=[C:38]2[N:37]1[CH:34]1[CH2:33][CH2:32][CH:31]([O:30][CH2:27][CH:28]=[CH2:29])[CH2:36][CH2:35]1. No catalyst specified. The yield is 0.240. (7) The reactants are [NH2:1][C@H:2]([CH2:22][C:23]1[CH:28]=[CH:27][C:26]([O:29][CH3:30])=[CH:25][CH:24]=1)[C:3]([N:5]1[CH2:10][CH2:9][C:8]([C:17](=[O:21])[CH2:18][CH2:19][CH3:20])([CH:11]2[CH2:16][CH2:15][CH2:14][CH2:13][CH2:12]2)[CH2:7][CH2:6]1)=[O:4].Cl[C:32](OC1C=CC([N+]([O-])=O)=CC=1)=[O:33].N.[NH2:45][CH2:46][CH2:47][C:48]1[N:52]=[CH:51][NH:50][CH:49]=1.[OH-].[Na+]. The catalyst is ClCCl.CN(C=O)C. The product is [C:17]([C:8]1([CH:11]2[CH2:12][CH2:13][CH2:14][CH2:15][CH2:16]2)[CH2:9][CH2:10][N:5]([C:3](=[O:4])[C@H:2]([NH:1][C:32]([NH:45][CH2:46][CH2:47][C:48]2[N:52]=[CH:51][NH:50][CH:49]=2)=[O:33])[CH2:22][C:23]2[CH:24]=[CH:25][C:26]([O:29][CH3:30])=[CH:27][CH:28]=2)[CH2:6][CH2:7]1)(=[O:21])[CH2:18][CH2:19][CH3:20]. The yield is 0.670. (8) The yield is 0.670. The product is [OH:16][CH:12]([C:8]1[CH:7]=[C:6]([OH:5])[CH:11]=[CH:10][CH:9]=1)[CH2:13][NH:14][CH3:15]. The catalyst is CO. The reactants are Cl.COC[O:5][C:6]1[CH:7]=[C:8]([CH:12]([OH:16])[CH2:13][NH:14][CH3:15])[CH:9]=[CH:10][CH:11]=1.